This data is from Full USPTO retrosynthesis dataset with 1.9M reactions from patents (1976-2016). The task is: Predict the reactants needed to synthesize the given product. Given the product [C:25]([NH:29][S:30]([C:33]1[CH:34]=[CH:35][CH:36]=[C:37]([C:2]2[CH:7]=[C:6]([C:8]3[CH:13]=[C:12]([CH3:14])[CH:11]=[C:10]([C:15]4[CH:20]=[CH:19][C:18]([C:21]([F:24])([F:23])[F:22])=[CH:17][CH:16]=4)[N:9]=3)[CH:5]=[CH:4][N:3]=2)[CH:38]=1)(=[O:32])=[O:31])([CH3:28])([CH3:26])[CH3:27], predict the reactants needed to synthesize it. The reactants are: Cl[C:2]1[CH:7]=[C:6]([C:8]2[CH:13]=[C:12]([CH3:14])[CH:11]=[C:10]([C:15]3[CH:20]=[CH:19][C:18]([C:21]([F:24])([F:23])[F:22])=[CH:17][CH:16]=3)[N:9]=2)[CH:5]=[CH:4][N:3]=1.[C:25]([NH:29][S:30]([C:33]1[CH:34]=[C:35](B(O)O)[CH:36]=[CH:37][CH:38]=1)(=[O:32])=[O:31])([CH3:28])([CH3:27])[CH3:26].